Dataset: HIV replication inhibition screening data with 41,000+ compounds from the AIDS Antiviral Screen. Task: Binary Classification. Given a drug SMILES string, predict its activity (active/inactive) in a high-throughput screening assay against a specified biological target. (1) The result is 0 (inactive). The compound is CN(C)C(=O)NC(=S)N(C)C. (2) The drug is N#Cc1ccc(C=NN2C(=O)c3ccccc3C2=O)cc1. The result is 0 (inactive). (3) The drug is CN1CCCSC1=C1SC(=S)N(c2ccccc2)C1=O. The result is 0 (inactive). (4) The result is 1 (active). The drug is O=C(O)Cn1[se]c2ccccc2c1=O. (5) The drug is CCOC(=O)C1OC(c2ccccc2)OC1C(=O)OCC. The result is 0 (inactive).